This data is from Full USPTO retrosynthesis dataset with 1.9M reactions from patents (1976-2016). The task is: Predict the reactants needed to synthesize the given product. (1) Given the product [CH3:9][C:4]1[N:3]=[C:2]([NH:1][C:13]2[S:14][C:15]([C:18]#[N:19])=[CH:16][N:17]=2)[CH:7]=[C:6]([CH3:8])[N:5]=1, predict the reactants needed to synthesize it. The reactants are: [NH2:1][C:2]1[CH:7]=[C:6]([CH3:8])[N:5]=[C:4]([CH3:9])[N:3]=1.[H-].[Na+].Cl[C:13]1[S:14][C:15]([C:18]#[N:19])=[CH:16][N:17]=1.Cl. (2) Given the product [CH3:43][O:42][N:2]([CH3:3])[C:1]([C:10]1[CH:9]=[CH:8][CH:7]=[C:6]2[C:5]=1[N:22]=[CH:26][CH:25]=[CH:30]2)=[O:14], predict the reactants needed to synthesize it. The reactants are: [C:1]1(=[O:14])[C:10]2[C:5](=[CH:6][CH:7]=[CH:8][CH:9]=2)C=[C:3](C(O)=O)[NH:2]1.F[P-](F)(F)(F)(F)F.[N:22]1(OC(N(C)C)=[N+](C)C)[C:26]2N=CC=[CH:30][C:25]=2N=N1.Cl.CN[O:42][CH3:43]. (3) Given the product [Br:1][C:2]1[CH:3]=[C:4]([CH2:10][O:11][CH:12]2[CH2:17][CH2:16][CH2:15][CH2:14][O:13]2)[C:5]2[N:6]([CH:18]=[N:9][N:8]=2)[CH:7]=1, predict the reactants needed to synthesize it. The reactants are: [Br:1][C:2]1[CH:3]=[C:4]([CH2:10][O:11][CH:12]2[CH2:17][CH2:16][CH2:15][CH2:14][O:13]2)[C:5]([NH:8][NH2:9])=[N:6][CH:7]=1.[CH2:18](OC(OCC)OCC)C.